This data is from Reaction yield outcomes from USPTO patents with 853,638 reactions. The task is: Predict the reaction yield, written as a fraction of the theoretical maximum amount of product (1.0 means a 100% yield; for example, 0.34 means a 34% yield). (1) The reactants are [CH3:1][C:2]1[CH:11]=[CH:10][CH:9]=[C:8]2[C:3]=1[C:4](=[O:46])[N:5]([C:32]1[CH:33]=[C:34](OS(C(F)(F)F)(=O)=O)[CH:35]=[CH:36][CH:37]=1)[C:6]([CH:12]([NH:14][C:15]1[N:23]=[CH:22][N:21]=[C:20]3[C:16]=1[N:17]=[CH:18][N:19]3[CH2:24][O:25][CH2:26][CH2:27][Si:28]([CH3:31])([CH3:30])[CH3:29])[CH3:13])=[N:7]2.C(N(CC)CC)C.[CH3:54][Si:55]([C:58]#[CH:59])([CH3:57])[CH3:56]. The catalyst is Cl[Pd](Cl)([P](C1C=CC=CC=1)(C1C=CC=CC=1)C1C=CC=CC=1)[P](C1C=CC=CC=1)(C1C=CC=CC=1)C1C=CC=CC=1.CN(C=O)C. The product is [CH3:1][C:2]1[CH:11]=[CH:10][CH:9]=[C:8]2[C:3]=1[C:4](=[O:46])[N:5]([C:32]1[CH:37]=[CH:36][CH:35]=[C:34]([C:59]#[C:58][Si:55]([CH3:57])([CH3:56])[CH3:54])[CH:33]=1)[C:6]([CH:12]([NH:14][C:15]1[N:23]=[CH:22][N:21]=[C:20]3[C:16]=1[N:17]=[CH:18][N:19]3[CH2:24][O:25][CH2:26][CH2:27][Si:28]([CH3:29])([CH3:31])[CH3:30])[CH3:13])=[N:7]2. The yield is 0.630. (2) The reactants are [Cl:1][C:2]1[CH:7]=[CH:6][C:5]([C@H:8]2[C@H:12]([NH:13][CH3:14])[CH2:11][N:10]([C:15]([CH:17]3[CH2:22][CH2:21][N:20]([C:23]4[CH:28]=[CH:27][C:26]([C:29]#[N:30])=[CH:25][N:24]=4)[CH2:19][CH2:18]3)=[O:16])[CH2:9]2)=[CH:4][CH:3]=1.C(N(CC)CC)C.Cl[C:39]([O:41][CH2:42][CH3:43])=[O:40]. The catalyst is ClCCl. The product is [CH2:42]([O:41][C:39](=[O:40])[N:13]([C@H:12]1[C@H:8]([C:5]2[CH:4]=[CH:3][C:2]([Cl:1])=[CH:7][CH:6]=2)[CH2:9][N:10]([C:15]([CH:17]2[CH2:22][CH2:21][N:20]([C:23]3[CH:28]=[CH:27][C:26]([C:29]#[N:30])=[CH:25][N:24]=3)[CH2:19][CH2:18]2)=[O:16])[CH2:11]1)[CH3:14])[CH3:43]. The yield is 0.570. (3) The reactants are [CH:1]1([C:4]2[N:9]=[C:8]([C:10]3[C:18]4[C:13](=[CH:14][CH:15]=[C:16]([C:19]([O:21]C)=[O:20])[CH:17]=4)[N:12](S(C4C=CC(C)=CC=4)(=O)=O)[CH:11]=3)[CH:7]=[N:6][CH:5]=2)[CH2:3][CH2:2]1.[OH-].[K+]. The catalyst is CO.O. The product is [CH:1]1([C:4]2[N:9]=[C:8]([C:10]3[C:18]4[C:13](=[CH:14][CH:15]=[C:16]([C:19]([OH:21])=[O:20])[CH:17]=4)[NH:12][CH:11]=3)[CH:7]=[N:6][CH:5]=2)[CH2:2][CH2:3]1. The yield is 0.950. (4) The reactants are [F:1][C:2]1[C:3]([NH:18][C:19]2[CH:24]=[CH:23][C:22]([I:25])=[CH:21][C:20]=2[F:26])=[C:4]([CH:12]=[C:13](C=O)[C:14]=1[F:15])[C:5]([NH:7][O:8][CH2:9][CH2:10][OH:11])=[O:6].Cl.[CH3:28][O:29][NH:30][CH3:31].[C:32]([BH3-])#N.[Na+]. The catalyst is O1CCCC1. The product is [F:1][C:2]1[C:3]([NH:18][C:19]2[CH:24]=[CH:23][C:22]([I:25])=[CH:21][C:20]=2[F:26])=[C:4]([CH:12]=[C:13]([CH2:31][N:30]([O:29][CH3:28])[CH3:32])[C:14]=1[F:15])[C:5]([NH:7][O:8][CH2:9][CH2:10][OH:11])=[O:6]. The yield is 0.170. (5) The reactants are F[C:2]1[CH:10]=[N:9][CH:8]=[CH:7][C:3]=1[C:4]([OH:6])=[O:5].[F:11][C:12]([F:22])([F:21])[S:13][C:14]1[CH:20]=[CH:19][C:17]([NH2:18])=[CH:16][CH:15]=1.[Li+].C[Si]([N-][Si](C)(C)C)(C)C.Cl. The catalyst is C1COCC1. The product is [F:11][C:12]([S:13][C:14]1[CH:20]=[CH:19][C:17]([NH:18][C:2]2[CH:10]=[N:9][CH:8]=[CH:7][C:3]=2[C:4]([OH:6])=[O:5])=[CH:16][CH:15]=1)([F:22])[F:21]. The yield is 0.100.